Dataset: Full USPTO retrosynthesis dataset with 1.9M reactions from patents (1976-2016). Task: Predict the reactants needed to synthesize the given product. (1) Given the product [CH3:1][N:2]1[CH2:7][CH2:6][N:5]([C:8]2[CH:9]=[CH:10][C:11]([NH2:18])=[C:12]3[C:17]=2[N:16]=[CH:15][CH:14]=[CH:13]3)[CH2:4][CH2:3]1, predict the reactants needed to synthesize it. The reactants are: [CH3:1][N:2]1[CH2:7][CH2:6][N:5]([C:8]2[CH:9]=[CH:10][C:11]([N+:18]([O-])=O)=[C:12]3[C:17]=2[N:16]=[CH:15][CH:14]=[CH:13]3)[CH2:4][CH2:3]1.O.NN. (2) Given the product [ClH:1].[CH2:2]([N:6]1[CH2:7][CH2:8][CH:9]([C:12]2[CH:17]=[C:16]([F:18])[CH:15]=[CH:14][C:13]=2[CH:19]2[CH2:24][C:23]([CH3:26])([CH3:25])[CH2:22][C:21]([CH3:27])([CH3:28])[CH2:20]2)[CH2:10][CH2:11]1)[CH2:3][CH2:4][CH3:5], predict the reactants needed to synthesize it. The reactants are: [ClH:1].[CH2:2]([N:6]1[CH2:11][CH2:10][CH:9]([C:12]2[CH:17]=[C:16]([F:18])[CH:15]=[CH:14][C:13]=2[C:19]2[CH2:24][C:23]([CH3:26])([CH3:25])[CH2:22][C:21]([CH3:28])([CH3:27])[CH:20]=2)[CH2:8][CH2:7]1)[CH2:3][CH2:4][CH3:5].